From a dataset of Reaction yield outcomes from USPTO patents with 853,638 reactions. Predict the reaction yield, written as a fraction of the theoretical maximum amount of product (1.0 means a 100% yield; for example, 0.34 means a 34% yield). (1) The reactants are [I:1][C:2]1[CH:7]=[CH:6][C:5]([C:8]([C:17]2[CH:22]=[CH:21][C:20]([I:23])=[CH:19][CH:18]=2)([C:10]2[CH:15]=[CH:14][C:13]([I:16])=[CH:12][CH:11]=2)O)=[CH:4][CH:3]=1.[C:24]1([OH:30])[CH:29]=[CH:28][CH:27]=[CH:26][CH:25]=1.S(=O)(=O)(O)O.[OH-].[Na+]. No catalyst specified. The product is [OH:30][C:24]1[CH:29]=[CH:28][C:27]([C:8]([C:17]2[CH:22]=[CH:21][C:20]([I:23])=[CH:19][CH:18]=2)([C:10]2[CH:15]=[CH:14][C:13]([I:16])=[CH:12][CH:11]=2)[C:5]2[CH:6]=[CH:7][C:2]([I:1])=[CH:3][CH:4]=2)=[CH:26][CH:25]=1. The yield is 0.760. (2) The reactants are Br[CH2:2][C:3]1[S:4][C:5]2[CH:11]=[CH:10][CH:9]=[C:8]([C:12]3[CH:13]=[C:14]([CH:20]=[CH:21][CH:22]=3)[C:15]([O:17][CH2:18][CH3:19])=[O:16])[C:6]=2[CH:7]=1.[Cl:23][C:24]1[CH:25]=[C:26](B(O)O)[CH:27]=[C:28]([F:30])[CH:29]=1. No catalyst specified. The product is [Cl:23][C:24]1[CH:25]=[C:26]([CH:27]=[C:28]([F:30])[CH:29]=1)[CH2:2][C:3]1[S:4][C:5]2[CH:11]=[CH:10][CH:9]=[C:8]([C:12]3[CH:13]=[C:14]([CH:20]=[CH:21][CH:22]=3)[C:15]([O:17][CH2:18][CH3:19])=[O:16])[C:6]=2[CH:7]=1. The yield is 0.610. (3) The reactants are [CH3:1][C:2]1[NH:3][C:4]2[C:9]([C:10]=1[CH:11]=[C:12]1[S:16][C:15](=[O:17])[NH:14][C:13]1=[O:18])=[CH:8][CH:7]=[CH:6][CH:5]=2.[Li+].[BH4-].Cl. The catalyst is N1C=CC=CC=1.C1COCC1. The product is [CH3:1][C:2]1[NH:3][C:4]2[C:9]([C:10]=1[CH2:11][CH:12]1[S:16][C:15](=[O:17])[NH:14][C:13]1=[O:18])=[CH:8][CH:7]=[CH:6][CH:5]=2. The yield is 0.880. (4) The reactants are C(OC([NH:8][C@@H:9]([CH:47]([CH3:49])[CH3:48])[C:10]([O:12][C:13]1[CH:14]=[CH:15][C:16]2[C:20]([O:21][C:22]3[CH:27]=[CH:26][C:25](/[CH:28]=[CH:29]/[C:30]([O:32]C(C)(C)C)=[O:31])=[CH:24][CH:23]=3)=[C:19]([C:37]3[CH:42]=[CH:41][CH:40]=[CH:39][C:38]=3[CH:43]([CH3:45])[CH3:44])[S:18][C:17]=2[CH:46]=1)=[O:11])=O)(C)(C)C.[ClH:50]. No catalyst specified. The product is [ClH:50].[NH2:8][C@@H:9]([CH:47]([CH3:49])[CH3:48])[C:10]([O:12][C:13]1[CH:14]=[CH:15][C:16]2[C:20]([O:21][C:22]3[CH:23]=[CH:24][C:25](/[CH:28]=[CH:29]/[C:30]([OH:32])=[O:31])=[CH:26][CH:27]=3)=[C:19]([C:37]3[CH:42]=[CH:41][CH:40]=[CH:39][C:38]=3[CH:43]([CH3:44])[CH3:45])[S:18][C:17]=2[CH:46]=1)=[O:11]. The yield is 0.850. (5) The reactants are [I:1][C:2]1[CH:3]=[C:4]([CH:8]=[CH:9][CH:10]=1)[C:5](O)=[O:6].C(Cl)(=O)C(Cl)=O.[NH3:17]. The catalyst is ClCCl.CN(C)C=O. The product is [I:1][C:2]1[CH:3]=[C:4]([CH:8]=[CH:9][CH:10]=1)[C:5]([NH2:17])=[O:6]. The yield is 0.870. (6) The reactants are [NH2:1][C:2]1[CH:7]=[CH:6][C:5]([CH3:8])=[CH:4][C:3]=1[S:9][CH2:10][C:11]1[CH:20]=[CH:19][CH:18]=[CH:17][C:12]=1[C:13]([O:15][CH3:16])=[O:14].[S:21]1[C:25]([S:26](Cl)(=[O:28])=[O:27])=[CH:24][C:23]2[CH:30]=[CH:31][CH:32]=[CH:33][C:22]1=2. The catalyst is N1C=CC=CC=1. The product is [S:21]1[C:22]2[CH:33]=[CH:32][CH:31]=[CH:30][C:23]=2[CH:24]=[C:25]1[S:26]([NH:1][C:2]1[CH:7]=[CH:6][C:5]([CH3:8])=[CH:4][C:3]=1[S:9][CH2:10][C:11]1[CH:20]=[CH:19][CH:18]=[CH:17][C:12]=1[C:13]([O:15][CH3:16])=[O:14])(=[O:28])=[O:27]. The yield is 0.880. (7) The reactants are Br[C:2]1[CH:11]=[C:10]2[C:5]([CH:6]=[C:7]([NH:12][C:13]([CH:15]3[CH2:17][CH2:16]3)=[O:14])[N:8]=[CH:9]2)=[CH:4][CH:3]=1.[OH:18][CH2:19][C:20]1[CH:21]=[C:22](B(O)O)[CH:23]=[CH:24][CH:25]=1.C(=O)([O-])[O-].[Cs+].[Cs+].C(OCC)(=O)C. The catalyst is COCCOC.O.C1C=CC(P(C2C=CC=CC=2)[C-]2C=CC=C2)=CC=1.C1C=CC(P(C2C=CC=CC=2)[C-]2C=CC=C2)=CC=1.Cl[Pd]Cl.[Fe+2]. The product is [OH:18][CH2:19][C:20]1[CH:25]=[C:24]([C:2]2[CH:11]=[C:10]3[C:5]([CH:6]=[C:7]([NH:12][C:13]([CH:15]4[CH2:17][CH2:16]4)=[O:14])[N:8]=[CH:9]3)=[CH:4][CH:3]=2)[CH:23]=[CH:22][CH:21]=1. The yield is 0.130. (8) The reactants are [CH3:1][C:2]1[O:6][N:5]=[C:4]([C:7]2[CH:12]=[CH:11][CH:10]=[CH:9][CH:8]=2)[C:3]=1[CH2:13][O:14][C:15]1[CH:23]=[CH:22][C:18]([C:19]([OH:21])=O)=[CH:17][N:16]=1.[CH:24]1([S:27]([NH2:30])(=[O:29])=[O:28])[CH2:26][CH2:25]1. No catalyst specified. The product is [CH3:1][C:2]1[O:6][N:5]=[C:4]([C:7]2[CH:8]=[CH:9][CH:10]=[CH:11][CH:12]=2)[C:3]=1[CH2:13][O:14][C:15]1[N:16]=[CH:17][C:18]([C:19]([NH:30][S:27]([CH:24]2[CH2:26][CH2:25]2)(=[O:29])=[O:28])=[O:21])=[CH:22][CH:23]=1. The yield is 0.560. (9) The reactants are [NH2:1][C@@H:2]([C:6]([OH:8])=[O:7])[C@H:3]([CH3:5])[OH:4].C([O-])(O)=O.[Na+].[C:14](=O)([O-:35])[O:15][C:16]1C(C)=C(C2C=CC(C3CCCCC3)=CC=2)C=CN=1.[CH:37]1([O:43][C:44]2[CH:49]=[CH:48][C:47](C3C=CN(C([O-])=O)C(=O)C=3C)=[CH:46][CH:45]=2)[CH2:42][CH2:41][CH2:40][CH2:39][CH2:38]1. The catalyst is O.C1COCC1. The product is [CH:37]1([O:43][C:44]2[CH:49]=[CH:48][C:47]([N:1]([C:14]([O:15][CH3:16])=[O:35])[C@H:2]([C@@H:3]([OH:4])[CH3:5])[C:6]([OH:8])=[O:7])=[CH:46][CH:45]=2)[CH2:42][CH2:41][CH2:40][CH2:39][CH2:38]1. The yield is 0.910.